This data is from Reaction yield outcomes from USPTO patents with 853,638 reactions. The task is: Predict the reaction yield, written as a fraction of the theoretical maximum amount of product (1.0 means a 100% yield; for example, 0.34 means a 34% yield). (1) The product is [C:9]([O:13][C:14]([N:16]1[CH2:20][CH2:19][CH2:18][C@H:17]1[C:21]1[N:26]2[CH:27]=[C:28]([F:31])[CH:29]=[CH:30][C:25]2=[N:24][N:23]=1)=[O:15])([CH3:12])([CH3:11])[CH3:10]. The reactants are ClC(Cl)(Cl)C(Cl)(Cl)Cl.[C:9]([O:13][C:14]([N:16]1[CH2:20][CH2:19][CH2:18][C@H:17]1[C:21]([NH:23][NH:24][C:25]1[CH:30]=[CH:29][C:28]([F:31])=[CH:27][N:26]=1)=O)=[O:15])([CH3:12])([CH3:11])[CH3:10].C1(P(C2C=CC=CC=2)C2C=CC=CC=2)C=CC=CC=1.C(N(CC)CC)C. The catalyst is C1COCC1. The yield is 0.770. (2) The reactants are CC1C=C(N2CC[N:9]([CH2:12][CH2:13][O:14][C:15]3[CH:20]=CC=[CH:17][CH:16]=3)C2=O)SC=1C(O)=O.[F:25][C:26]1[CH:47]=[CH:46][C:29]([CH2:30][N:31]2[CH2:35][CH2:34][N:33]([C:36]3[S:40][C:39]([C:41](O)=[O:42])=[C:38]([CH3:44])[CH:37]=3)[C:32]2=[O:45])=[CH:28][CH:27]=1.CC1OC(CN)=CC=1. No catalyst specified. The product is [F:25][C:26]1[CH:47]=[CH:46][C:29]([CH2:30][N:31]2[CH2:35][CH2:34][N:33]([C:36]3[S:40][C:39]([C:41]([NH:9][CH2:12][C:13]4[O:14][C:15]([CH3:20])=[CH:16][CH:17]=4)=[O:42])=[C:38]([CH3:44])[CH:37]=3)[C:32]2=[O:45])=[CH:28][CH:27]=1. The yield is 0.780.